Dataset: Full USPTO retrosynthesis dataset with 1.9M reactions from patents (1976-2016). Task: Predict the reactants needed to synthesize the given product. (1) Given the product [CH:1]1([CH2:6][C@H:7]([N:11]2[CH2:15][C:14]([O:16][CH3:17])=[CH:13][C:12]2=[O:18])[C:8]([NH:31][C:26]2[CH:27]=[N:28][CH:29]=[CH:30][N:25]=2)=[O:10])[CH2:2][CH2:3][CH2:4][CH2:5]1, predict the reactants needed to synthesize it. The reactants are: [CH:1]1([CH2:6][C@H:7]([N:11]2[CH2:15][C:14]([O:16][CH3:17])=[CH:13][C:12]2=[O:18])[C:8]([OH:10])=O)[CH2:5][CH2:4][CH2:3][CH2:2]1.C(Cl)(=O)C(Cl)=O.[N:25]1[CH:30]=[CH:29][N:28]=[CH:27][C:26]=1[NH2:31].C(N(CC)C(C)C)(C)C. (2) The reactants are: [Cl:1][C:2]1[CH:3]=[C:4]([CH:10]([C:23]([F:26])([F:25])[F:24])/[CH:11]=[CH:12]/[C:13]2[CH:14]=[C:15]3[C:19](=[CH:20][CH:21]=2)[C:18](=O)[CH2:17][CH2:16]3)[CH:5]=[C:6]([Cl:9])[C:7]=1[F:8].[F:27][C:28]([F:33])([F:32])[CH2:29][CH2:30][NH2:31].[BH3-]C#N.[Na+]. Given the product [Cl:1][C:2]1[CH:3]=[C:4]([CH:10]([C:23]([F:26])([F:25])[F:24])/[CH:11]=[CH:12]/[C:13]2[CH:14]=[C:15]3[C:19](=[CH:20][CH:21]=2)[CH:18]([NH:31][CH2:30][CH2:29][C:28]([F:33])([F:32])[F:27])[CH2:17][CH2:16]3)[CH:5]=[C:6]([Cl:9])[C:7]=1[F:8], predict the reactants needed to synthesize it. (3) The reactants are: [C:1]([C:5]1[CH:12]=[CH:11][C:8]([CH:9]=O)=[CH:7][CH:6]=1)([CH3:4])([CH3:3])[CH3:2].[F:13][C:14]1[CH:19]=[CH:18][CH:17]=[CH:16][C:15]=1[CH2:20][CH2:21][NH2:22].[BH4-].[Na+]. Given the product [C:1]([C:5]1[CH:12]=[CH:11][C:8]([CH2:9][NH:22][CH2:21][CH2:20][C:15]2[CH:16]=[CH:17][CH:18]=[CH:19][C:14]=2[F:13])=[CH:7][CH:6]=1)([CH3:4])([CH3:3])[CH3:2], predict the reactants needed to synthesize it.